Dataset: Full USPTO retrosynthesis dataset with 1.9M reactions from patents (1976-2016). Task: Predict the reactants needed to synthesize the given product. (1) Given the product [NH2:1][C:2]1[N:3]=[CH:4][C:5]([C:17]2[CH:18]=[CH:19][C:20]([C:23]([N:25]3[CH2:30][CH2:29][N+:28]([O-:40])([CH3:31])[CH2:27][CH2:26]3)=[O:24])=[CH:21][CH:22]=2)=[N:6][C:7]=1[C:8]1[O:9][C:10]2[CH:15]=[CH:14][N:13]=[CH:12][C:11]=2[N:16]=1, predict the reactants needed to synthesize it. The reactants are: [NH2:1][C:2]1[N:3]=[CH:4][C:5]([C:17]2[CH:22]=[CH:21][C:20]([C:23]([N:25]3[CH2:30][CH2:29][N:28]([CH3:31])[CH2:27][CH2:26]3)=[O:24])=[CH:19][CH:18]=2)=[N:6][C:7]=1[C:8]1[O:9][C:10]2[CH:15]=[CH:14][N:13]=[CH:12][C:11]=2[N:16]=1.C1C=C(Cl)C=C(C(OO)=[O:40])C=1. (2) Given the product [O:19]1[C:23]2([CH2:28][CH2:27][CH:26]([O:29][CH2:2][C:3]3[C:4]([CH:11]4[CH2:16][CH2:15][C:14]([F:18])([F:17])[CH2:13][CH2:12]4)=[N:5][O:6][C:7]=3[CH:8]3[CH2:10][CH2:9]3)[CH2:25][CH2:24]2)[O:22][CH2:21][CH2:20]1, predict the reactants needed to synthesize it. The reactants are: Cl[CH2:2][C:3]1[C:4]([CH:11]2[CH2:16][CH2:15][C:14]([F:18])([F:17])[CH2:13][CH2:12]2)=[N:5][O:6][C:7]=1[CH:8]1[CH2:10][CH2:9]1.[O:19]1[C:23]2([CH2:28][CH2:27][CH:26]([OH:29])[CH2:25][CH2:24]2)[O:22][CH2:21][CH2:20]1. (3) Given the product [CH:35]12[CH2:34][CH:33]([CH2:38][CH2:36]1)[CH2:32][CH:30]2[NH:29][C:27]1[S:28][C:24]([CH3:23])([C:43]2[CH:44]=[CH:45][CH:46]=[CH:49][CH:50]=2)[C:25](=[O:42])[N:26]=1, predict the reactants needed to synthesize it. The reactants are: C12CC(CC1)CC2NC1SC(C)C(=O)N=1.BrC1C=CC=CC=1.[CH3:23][C:24]1([C:43]2[CH:50]=[CH:49][C:46](C#N)=[CH:45][CH:44]=2)[S:28][C:27]([NH:29][C@H:30]([C:32]2C=[CH:36][CH:35]=[CH:34][C:33]=2[C:38](F)(F)F)C)=[N:26][C:25]1=[O:42]. (4) Given the product [Br:1][C:2]1[CH:7]=[C:6]([CH:11]([O:14][CH3:15])[O:12][CH3:13])[C:5]([Cl:10])=[CH:4][N:3]=1, predict the reactants needed to synthesize it. The reactants are: [Br:1][C:2]1[CH:7]=[C:6](C=O)[C:5]([Cl:10])=[CH:4][N:3]=1.[CH:11](OC)([O:14][CH3:15])[O:12][CH3:13]. (5) The reactants are: [F:1][C:2]1[CH:7]=[CH:6][CH:5]=[CH:4][C:3]=1[S:8]([NH:11][C@H:12]([CH2:16][C:17]1[CH:22]=[CH:21][CH:20]=[CH:19][CH:18]=1)[C:13]([OH:15])=[O:14])(=[O:10])=[O:9].C(OC(=O)[C@H](CC1C=CC=CC=1)N)(C)(C)C. Given the product [F:1][C:2]1[CH:7]=[CH:6][CH:5]=[CH:4][C:3]=1[S:8]([NH:11][C@@H:12]([CH2:16][C:17]1[CH:18]=[CH:19][CH:20]=[CH:21][CH:22]=1)[C:13]([OH:15])=[O:14])(=[O:9])=[O:10], predict the reactants needed to synthesize it. (6) Given the product [CH2:1]([O:8][C:9]1[C:10]([F:33])=[CH:11][C:12]([C:16]2[O:17][C:18]3[CH:24]=[C:23]([O:25][CH2:26][C@@H:27]([NH:29][C:30](=[O:32])[CH3:31])[CH3:28])[CH:22]=[CH:21][C:19]=3[N:20]=2)=[CH:13][C:14]=1[F:15])[CH3:2], predict the reactants needed to synthesize it. The reactants are: [CH2:1]([O:8][C:9]1[C:14]([F:15])=[CH:13][C:12]([C:16]2[O:17][C:18]3[CH:24]=[C:23]([O:25][CH2:26][C@@H:27]([NH:29][C:30](=[O:32])[CH3:31])[CH3:28])[CH:22]=[CH:21][C:19]=3[N:20]=2)=[CH:11][C:10]=1[F:33])[C:2]1C=CC=CC=1.ICC. (7) The reactants are: [Cl:1][C:2]1[CH:7]=[C:6]([C:8]([F:11])([F:10])[F:9])[CH:5]=[CH:4][C:3]=1[C:12]1[O:16][C:15]([CH:17]=O)=[CH:14][CH:13]=1.[CH3:19][CH:20]([CH3:36])[C:21]([NH:23][C:24]1[CH:29]=[CH:28][CH:27]=[C:26]([CH:30]2[CH2:35][CH2:34][NH:33][CH2:32][CH2:31]2)[CH:25]=1)=[O:22]. Given the product [Cl:1][C:2]1[CH:7]=[C:6]([C:8]([F:9])([F:10])[F:11])[CH:5]=[CH:4][C:3]=1[C:12]1[O:16][C:15]([CH2:17][N:33]2[CH2:34][CH2:35][CH:30]([C:26]3[CH:25]=[C:24]([NH:23][C:21](=[O:22])[CH:20]([CH3:19])[CH3:36])[CH:29]=[CH:28][CH:27]=3)[CH2:31][CH2:32]2)=[CH:14][CH:13]=1, predict the reactants needed to synthesize it. (8) Given the product [CH2:1]([NH:8][C:9]([C:11]1[S:15][C:14]([N:16]2[CH2:21][CH2:20][CH2:19][CH:18]([Br:24])[C:17]2=[O:22])=[N:13][C:12]=1[CH3:23])=[O:10])[C:2]1[CH:7]=[CH:6][CH:5]=[CH:4][CH:3]=1, predict the reactants needed to synthesize it. The reactants are: [CH2:1]([NH:8][C:9]([C:11]1[S:15][C:14]([N:16]2[CH2:21][CH2:20][CH2:19][CH2:18][C:17]2=[O:22])=[N:13][C:12]=1[CH3:23])=[O:10])[C:2]1[CH:7]=[CH:6][CH:5]=[CH:4][CH:3]=1.[Br:24]N1C(=O)CCC1=O. (9) The reactants are: [C:1]([CH2:3][C:4]1([N:8]2[CH2:13][CH2:12][CH:11]([N:14]([C@@H:21]3[CH2:23][C@H:22]3[C:24]3[CH:29]=[CH:28][CH:27]=[CH:26][CH:25]=3)C(=O)C(F)(F)F)[CH2:10][CH2:9]2)[CH2:7][NH:6][CH2:5]1)#[N:2].[C:30]([O:34]CC)(=[O:33])[CH:31]=O.C1(C)C=CC=CC=1.C(O)(=O)C.C(O[BH-](OC(=O)C)OC(=O)C)(=O)C.[Na+].O.[OH-].[Li+].Cl. Given the product [C:1]([CH2:3][C:4]1([N:8]2[CH2:13][CH2:12][CH:11]([NH:14][C@@H:21]3[CH2:23][C@H:22]3[C:24]3[CH:29]=[CH:28][CH:27]=[CH:26][CH:25]=3)[CH2:10][CH2:9]2)[CH2:7][N:6]([CH2:31][C:30]([OH:34])=[O:33])[CH2:5]1)#[N:2], predict the reactants needed to synthesize it. (10) Given the product [F:18][C:16]([F:17])([F:19])[C:13]1[CH:12]=[CH:11][C:10]([C:9](=[N:20][O:21][CH2:22][CH2:23][N:24]([CH3:40])[S:25]([C:28]2[CH:29]=[CH:30][CH:31]=[C:32]([CH3:34])[C:33]=2[CH2:44][C:43]([OH:46])=[O:45])(=[O:26])=[O:27])[C:6]2[CH:7]=[CH:8][C:3]([C:2]([F:42])([F:41])[F:1])=[CH:4][CH:5]=2)=[CH:15][CH:14]=1, predict the reactants needed to synthesize it. The reactants are: [F:1][C:2]([F:42])([F:41])[C:3]1[CH:8]=[CH:7][C:6]([C:9](=[N:20][O:21][CH2:22][CH2:23][N:24]([CH3:40])[S:25]([C:28]2[CH:29]=[CH:30][C:31](C)=[C:32]([CH2:34]C(OC)=O)[CH:33]=2)(=[O:27])=[O:26])[C:10]2[CH:15]=[CH:14][C:13]([C:16]([F:19])([F:18])[F:17])=[CH:12][CH:11]=2)=[CH:5][CH:4]=1.[C:43]([OH:46])(=[O:45])[CH3:44].